This data is from Peptide-MHC class I binding affinity with 185,985 pairs from IEDB/IMGT. The task is: Regression. Given a peptide amino acid sequence and an MHC pseudo amino acid sequence, predict their binding affinity value. This is MHC class I binding data. (1) The binding affinity (normalized) is 0.332. The MHC is HLA-A29:02 with pseudo-sequence HLA-A29:02. The peptide sequence is PYPQSQPQY. (2) The peptide sequence is WLKHIEKNY. The MHC is HLA-A26:03 with pseudo-sequence HLA-A26:03. The binding affinity (normalized) is 0.0847. (3) The MHC is HLA-A26:01 with pseudo-sequence HLA-A26:01. The binding affinity (normalized) is 0.0847. The peptide sequence is PKKDERGAL. (4) The peptide sequence is NLPSKPVWL. The MHC is HLA-B08:01 with pseudo-sequence HLA-B08:01. The binding affinity (normalized) is 0.0847. (5) The peptide sequence is VQTAAAVVF. The MHC is HLA-A24:03 with pseudo-sequence HLA-A24:03. The binding affinity (normalized) is 0.213. (6) The peptide sequence is MLRKKQITV. The MHC is HLA-B08:02 with pseudo-sequence HLA-B08:02. The binding affinity (normalized) is 0.360. (7) The peptide sequence is AMLKSKNINI. The MHC is HLA-A02:06 with pseudo-sequence HLA-A02:06. The binding affinity (normalized) is 0.510.